From a dataset of Reaction yield outcomes from USPTO patents with 853,638 reactions. Predict the reaction yield, written as a fraction of the theoretical maximum amount of product (1.0 means a 100% yield; for example, 0.34 means a 34% yield). (1) The reactants are [CH2:1]1[C:10]2[C:5](=[CH:6][CH:7]=[CH:8][CH:9]=2)[CH2:4][CH2:3][NH:2]1.C([O-])([O-])=O.[K+].[K+].Br[CH2:18][CH:19]1[CH2:21][O:20]1. The catalyst is C(#N)C. The product is [O:20]1[CH2:21][CH:19]1[CH2:18][N:2]1[CH2:3][CH2:4][C:5]2[C:10](=[CH:9][CH:8]=[CH:7][CH:6]=2)[CH2:1]1. The yield is 0.500. (2) The reactants are C[O:2][C:3]([C:5]1[S:6][C:7]([C:28]2[CH:33]=[CH:32][CH:31]=[CH:30][CH:29]=2)=[CH:8][C:9]=1[N:10]([CH:20]1[CH2:25][CH2:24][N:23]([C:26]#[N:27])[CH2:22][CH2:21]1)[C:11]([CH:13]1[CH2:18][CH2:17][CH:16]([CH3:19])[CH2:15][CH2:14]1)=[O:12])=[O:4].O.O[Li].O. The catalyst is O1CCOCC1. The product is [C:26]([N:23]1[CH2:22][CH2:21][CH:20]([N:10]([C:11]([CH:13]2[CH2:14][CH2:15][CH:16]([CH3:19])[CH2:17][CH2:18]2)=[O:12])[C:9]2[CH:8]=[C:7]([C:28]3[CH:33]=[CH:32][CH:31]=[CH:30][CH:29]=3)[S:6][C:5]=2[C:3]([OH:4])=[O:2])[CH2:25][CH2:24]1)#[N:27]. The yield is 0.780. (3) The reactants are [CH2:1]([O:3][C:4]([C:6]1[C:15](=[O:16])[C:14]2[C:13](=[O:17])[CH2:12][CH2:11][CH2:10][C:9]=2[NH:8][CH:7]=1)=[O:5])[CH3:2].II. The catalyst is C(O)C. The product is [CH2:1]([O:3][C:4]([C:6]1[C:15](=[O:16])[C:14]2[C:9](=[CH:10][CH:11]=[CH:12][C:13]=2[OH:17])[NH:8][CH:7]=1)=[O:5])[CH3:2]. The yield is 0.430. (4) The catalyst is C(#N)C.O. The reactants are C(O[CH:4](OCC)[C:5]#[C:6][C:7]1[CH:8]=[C:9]2[C:13](=[CH:14][CH:15]=1)[NH:12][C:11](=[O:16])[CH2:10]2)C.[C:20]1([NH:26][NH2:27])[CH:25]=[CH:24][CH:23]=[CH:22][CH:21]=1.S(=O)(=O)(O)O.C([O-])(O)=O.[Na+]. The yield is 0.410. The product is [C:20]1([N:26]2[C:6]([C:7]3[CH:8]=[C:9]4[C:13](=[CH:14][CH:15]=3)[NH:12][C:11](=[O:16])[CH2:10]4)=[CH:5][CH:4]=[N:27]2)[CH:25]=[CH:24][CH:23]=[CH:22][CH:21]=1. (5) The catalyst is O1CCCC1. The yield is 0.510. The reactants are C[Mg]I.[CH2:4](OCC)C.[F:9][C:10]1[CH:47]=[C:46]([F:48])[CH:45]=[CH:44][C:11]=1[O:12][C:13]1[C:21]2[N:20]=[CH:19][N:18]([CH3:22])[C:17]=2[C:16]([CH:23]=[O:24])=[CH:15][C:14]=1[C:25]1[C:26]2[CH:35]=[N:34][N:33]([CH2:36][O:37][CH2:38][CH2:39][Si:40]([CH3:43])([CH3:42])[CH3:41])[C:27]=2[C:28](=[O:32])[N:29]([CH3:31])[CH:30]=1. The product is [F:9][C:10]1[CH:47]=[C:46]([F:48])[CH:45]=[CH:44][C:11]=1[O:12][C:13]1[C:21]2[N:20]=[CH:19][N:18]([CH3:22])[C:17]=2[C:16]([CH:23]([OH:24])[CH3:4])=[CH:15][C:14]=1[C:25]1[C:26]2[CH:35]=[N:34][N:33]([CH2:36][O:37][CH2:38][CH2:39][Si:40]([CH3:41])([CH3:42])[CH3:43])[C:27]=2[C:28](=[O:32])[N:29]([CH3:31])[CH:30]=1.